Dataset: Catalyst prediction with 721,799 reactions and 888 catalyst types from USPTO. Task: Predict which catalyst facilitates the given reaction. (1) Reactant: [C:1]1([C:10]2[CH:15]=[CH:14][CH:13]=[CH:12][CH:11]=2)[C:2]([C:7](Cl)=[O:8])=[CH:3][CH:4]=[CH:5][CH:6]=1.[C:16]1([CH2:22][N:23]2[CH2:28][CH:27]=[C:26]([C:29]3[CH:34]=[CH:33][C:32]([NH2:35])=[CH:31][CH:30]=3)[CH2:25][CH2:24]2)[CH:21]=[CH:20][CH:19]=[CH:18][CH:17]=1. Product: [C:16]1([CH2:22][N:23]2[CH2:24][CH:25]=[C:26]([C:29]3[CH:30]=[CH:31][C:32]([NH:35][C:7]([C:2]4[C:1]([C:10]5[CH:15]=[CH:14][CH:13]=[CH:12][CH:11]=5)=[CH:6][CH:5]=[CH:4][CH:3]=4)=[O:8])=[CH:33][CH:34]=3)[CH2:27][CH2:28]2)[CH:17]=[CH:18][CH:19]=[CH:20][CH:21]=1. The catalyst class is: 531. (2) Reactant: [CH3:1][O:2][C:3]1[CH:8]=[CH:7][C:6]([N:9]2[CH:13]=[CH:12][N:11]=[CH:10]2)=[CH:5][CH:4]=1.[Br:14][CH2:15][CH2:16][CH2:17][CH2:18][CH2:19][CH2:20][CH3:21]. Product: [Br-:14].[CH3:1][O:2][C:3]1[CH:8]=[CH:7][C:6]([N+:9]2[CH:13]=[CH:12][N:11]([CH2:15][CH2:16][CH2:17][CH2:18][CH2:19][CH2:20][CH3:21])[CH:10]=2)=[CH:5][CH:4]=1. The catalyst class is: 1. (3) Reactant: [Li]N1C(C)(C)CCCC1(C)C.CC1CCCN(C)C1(C)C.CN(CCN(C)C)C.[Li]CCCC.[NH:35]([C:42]1[N:43]([C:55]2[CH:60]=[CH:59][CH:58]=[CH:57][CH:56]=2)[C:44]2[C:49]([C:50](=[O:52])[CH:51]=1)=[CH:48][C:47]([F:53])=[C:46]([Cl:54])[N:45]=2)[C:36]1[CH:41]=[CH:40][CH:39]=[CH:38][CH:37]=1.[F:61][C:62]([F:68])([F:67])[C:63](OC)=[O:64]. Product: [NH:35]([C:42]1[N:43]([C:55]2[CH:60]=[CH:59][CH:58]=[CH:57][CH:56]=2)[C:44]2[C:49]([C:50](=[O:52])[CH:51]=1)=[C:48]([C:63](=[O:64])[C:62]([F:68])([F:67])[F:61])[C:47]([F:53])=[C:46]([Cl:54])[N:45]=2)[C:36]1[CH:41]=[CH:40][CH:39]=[CH:38][CH:37]=1. The catalyst class is: 1. (4) Reactant: CN(C)CCCNC(C1C=C(C2C=CC(CSCCOC3C=CC=CC=3)=CC=2)C=CC=1)=O.[O:33]([CH2:40][CH2:41][S:42][CH2:43][C:44]1[CH:49]=[CH:48][CH:47]=[CH:46][C:45]=1[C:50]1[CH:55]=[CH:54][CH:53]=[C:52]([C:56](O)=[O:57])[CH:51]=1)[C:34]1[CH:39]=[CH:38][CH:37]=[CH:36][CH:35]=1.[CH3:59][N:60]([CH3:64])[CH2:61][CH2:62][NH2:63]. Product: [CH3:59][N:60]([CH3:64])[CH2:61][CH2:62][NH:63][C:56]([C:52]1[CH:51]=[C:50]([C:45]2[CH:46]=[CH:47][CH:48]=[CH:49][C:44]=2[CH2:43][S:42][CH2:41][CH2:40][O:33][C:34]2[CH:35]=[CH:36][CH:37]=[CH:38][CH:39]=2)[CH:55]=[CH:54][CH:53]=1)=[O:57]. The catalyst class is: 1. (5) Reactant: [Br:1][C:2]1[C:10]2[C:5](=[CH:6][CH:7]=[C:8]([NH2:11])[CH:9]=2)[NH:4][N:3]=1.[CH2:12]=[C:13]1[O:17][C:15](=[O:16])[CH2:14]1. Product: [Br:1][C:2]1[C:10]2[C:5](=[CH:6][CH:7]=[C:8]([NH:11][C:15](=[O:16])[CH2:14][C:13](=[O:17])[CH3:12])[CH:9]=2)[NH:4][N:3]=1. The catalyst class is: 23. (6) Reactant: [Br:1][C:2]1[CH:3]=[CH:4][C:5]([Cl:21])=[C:6]([CH:8]([C:10]2[CH:15]=[CH:14][C:13]([O:16][C:17]([F:20])([F:19])[F:18])=[CH:12][CH:11]=2)O)[CH:7]=1. Product: [Br:1][C:2]1[CH:3]=[CH:4][C:5]([Cl:21])=[C:6]([CH2:8][C:10]2[CH:11]=[CH:12][C:13]([O:16][C:17]([F:20])([F:18])[F:19])=[CH:14][CH:15]=2)[CH:7]=1. The catalyst class is: 4. (7) Reactant: [Br:1][C:2]1[C:3]([OH:12])=[C:4]([CH:7]=[C:8]([O:10][CH3:11])[CH:9]=1)[CH:5]=[O:6].CI.[C:15]([O-])([O-])=O.[K+].[K+].O. Product: [Br:1][C:2]1[C:3]([O:12][CH3:15])=[C:4]([CH:7]=[C:8]([O:10][CH3:11])[CH:9]=1)[CH:5]=[O:6]. The catalyst class is: 21. (8) Reactant: [Cl:1][C:2]1[CH:7]=[CH:6][C:5]([NH:8][C:9](=[O:18])[N:10]([CH2:16][CH3:17])[CH:11]2[CH2:15][CH2:14][NH:13][CH2:12]2)=[CH:4][CH:3]=1.C(=O)([O-])[O-].[K+].[K+].Br[CH2:26][CH2:27]/[CH:28]=[C:29]1/[C:30]2[CH:43]=[C:42]([C:44]([OH:47])([CH3:46])[CH3:45])[CH:41]=[CH:40][C:31]=2[O:32][CH2:33][C:34]2[N:39]=[CH:38][CH:37]=[CH:36][C:35]/1=2. Product: [Cl:1][C:2]1[CH:7]=[CH:6][C:5]([NH:8][C:9](=[O:18])[N:10]([CH2:16][CH3:17])[CH:11]2[CH2:15][CH2:14][N:13]([CH2:26][CH2:27][CH:28]=[C:29]3[C:35]4[CH:36]=[CH:37][CH:38]=[N:39][C:34]=4[CH2:33][O:32][C:31]4[CH:40]=[CH:41][C:42]([C:44]([OH:47])([CH3:46])[CH3:45])=[CH:43][C:30]3=4)[CH2:12]2)=[CH:4][CH:3]=1. The catalyst class is: 47. (9) Reactant: [CH2:1]([C:5]([O:14][CH3:15])([C:10](OC)=[O:11])[C:6]([O:8][CH3:9])=[O:7])[CH:2]([CH3:4])[CH3:3].[H-].C(O[Al](OC(C)(C)C)OC(C)(C)C)(C)(C)C.[Li+]. Product: [OH:11][CH2:10][C:5]([O:14][CH3:15])([CH2:1][CH:2]([CH3:3])[CH3:4])[C:6]([O:8][CH3:9])=[O:7]. The catalyst class is: 49.